Dataset: Forward reaction prediction with 1.9M reactions from USPTO patents (1976-2016). Task: Predict the product of the given reaction. Given the reactants [Si:1]([O:8][CH:9]([CH:28]1[CH2:37][CH2:36][C:35]2[C:30](=[CH:31][CH:32]=[C:33]([O:38][C:39]3[CH:44]=[CH:43][CH:42]=[CH:41][CH:40]=3)[CH:34]=2)[CH2:29]1)[C:10]1[O:11][C:12]([Sn](CCCC)(CCCC)CCCC)=[CH:13][N:14]=1)([C:4]([CH3:7])([CH3:6])[CH3:5])([CH3:3])[CH3:2].Br[C:46]1[N:51]=[C:50]([C:52]([O:54][CH3:55])=[O:53])[CH:49]=[CH:48][CH:47]=1, predict the reaction product. The product is: [Si:1]([O:8][CH:9]([CH:28]1[CH2:37][CH2:36][C:35]2[C:30](=[CH:31][CH:32]=[C:33]([O:38][C:39]3[CH:40]=[CH:41][CH:42]=[CH:43][CH:44]=3)[CH:34]=2)[CH2:29]1)[C:10]1[O:11][C:12]([C:46]2[N:51]=[C:50]([C:52]([O:54][CH3:55])=[O:53])[CH:49]=[CH:48][CH:47]=2)=[CH:13][N:14]=1)([C:4]([CH3:5])([CH3:7])[CH3:6])([CH3:3])[CH3:2].